This data is from Forward reaction prediction with 1.9M reactions from USPTO patents (1976-2016). The task is: Predict the product of the given reaction. (1) Given the reactants [C:1]([O:4][CH2:5][CH2:6]Cl)(=[O:3])[CH3:2].[C:8]([O:17][CH3:18])(=[O:16])[C:9]1[C:10](=[CH:12][CH:13]=[CH:14][CH:15]=1)[OH:11].C([O-])([O-])=O.[K+].[K+], predict the reaction product. The product is: [CH2:5]([O:4][C:1](=[O:3])[CH2:2][O:11][C:10]1[CH:12]=[CH:13][CH:14]=[CH:15][C:9]=1[C:8]([O:17][CH3:18])=[O:16])[CH3:6]. (2) Given the reactants [Cl:1][C:2]1[CH:3]=[CH:4][C:5]([C:8]([F:25])([F:24])[CH2:9][N:10]2[CH2:15][CH2:14][CH:13]([NH:16]C(=O)OC(C)(C)C)[CH2:12][CH2:11]2)=[N:6][CH:7]=1.C(O)(C(F)(F)F)=O, predict the reaction product. The product is: [Cl:1][C:2]1[CH:3]=[CH:4][C:5]([C:8]([F:25])([F:24])[CH2:9][N:10]2[CH2:15][CH2:14][CH:13]([NH2:16])[CH2:12][CH2:11]2)=[N:6][CH:7]=1. (3) Given the reactants [F:1][C:2]1[C:10]([C:11]([F:14])([F:13])[F:12])=[N:9][CH:8]=[CH:7][C:3]=1[C:4]([OH:6])=O.F[P-](F)(F)(F)(F)F.N1(O[P+](N(C)C)(N(C)C)N(C)C)C2C=CC=CC=2N=N1.[O:42]1[C:46]2([CH2:51][CH2:50][NH:49][CH2:48][CH2:47]2)[O:45][CH2:44][CH2:43]1.C(N(CC)CC)C.C(=O)(O)[O-].[Na+], predict the reaction product. The product is: [F:1][C:2]1[C:10]([C:11]([F:14])([F:13])[F:12])=[N:9][CH:8]=[CH:7][C:3]=1[C:4]([N:49]1[CH2:50][CH2:51][C:46]2([O:45][CH2:44][CH2:43][O:42]2)[CH2:47][CH2:48]1)=[O:6]. (4) Given the reactants [BH4-].[Na+].C1(S(O)(=O)=O)C=CC=CC=1.[O:13]=[C:14]([N:28]1[CH2:33][CH2:32][N:31]2[C:34]([C:37]([F:40])([F:39])[F:38])=[N:35][N:36]=[C:30]2[CH2:29]1)[CH:15]=[C:16]([NH2:27])[CH2:17][C:18]1[CH:23]=[C:22]([F:24])[C:21]([F:25])=[CH:20][C:19]=1[F:26].N, predict the reaction product. The product is: [O:13]=[C:14]([N:28]1[CH2:33][CH2:32][N:31]2[C:34]([C:37]([F:40])([F:39])[F:38])=[N:35][N:36]=[C:30]2[CH2:29]1)[CH2:15][CH:16]([NH2:27])[CH2:17][C:18]1[CH:23]=[C:22]([F:24])[C:21]([F:25])=[CH:20][C:19]=1[F:26]. (5) The product is: [F:14][C:15]1[C:16]([O:22][CH3:23])=[C:17]([F:21])[CH:18]=[CH:19][C:20]=1[CH:11]=[O:12]. Given the reactants C([N-]C(C)C)(C)C.[Li+].C1C[O:12][CH2:11]C1.[F:14][C:15]1[CH:20]=[CH:19][CH:18]=[C:17]([F:21])[C:16]=1[O:22][CH3:23].CN(C=O)C, predict the reaction product. (6) Given the reactants [C:1]([O:5][C:6]([N:8]1[CH2:13][CH2:12][CH:11]([C:14]#[C:15][C:16]2[C:21]([Cl:22])=[CH:20][N:19]=[C:18](Cl)[CH:17]=2)[CH2:10][CH2:9]1)=[O:7])([CH3:4])([CH3:3])[CH3:2].[F:24][C:25]1[CH:30]=[C:29]([C:31]([O:33][CH3:34])=[O:32])[CH:28]=[CH:27][C:26]=1B(O)O, predict the reaction product. The product is: [C:1]([O:5][C:6]([N:8]1[CH2:13][CH2:12][CH:11]([C:14]#[C:15][C:16]2[C:21]([Cl:22])=[CH:20][N:19]=[C:18]([C:26]3[CH:27]=[CH:28][C:29]([C:31]([O:33][CH3:34])=[O:32])=[CH:30][C:25]=3[F:24])[CH:17]=2)[CH2:10][CH2:9]1)=[O:7])([CH3:4])([CH3:3])[CH3:2]. (7) Given the reactants C(O)(C(F)(F)F)=O.[F:8][C:9]1[CH:10]=[C:11]([CH:32]=[C:33]([CH2:35][CH2:36][OH:37])[CH:34]=1)[CH2:12][N:13]1[CH2:31][CH2:30][C:16]2([O:21][CH2:20][CH2:19][N:18]([C:22]([C:24]3[N:25]=[C:26]([CH3:29])[S:27][CH:28]=3)=[O:23])[CH2:17]2)[CH2:15][CH2:14]1.CC(OI1(OC(C)=O)(OC(C)=O)OC(=O)C2C=CC=CC1=2)=O.S([O-])([O-])(=O)=S.[Na+].[Na+].C(=O)(O)[O-].[Na+], predict the reaction product. The product is: [F:8][C:9]1[CH:34]=[C:33]([CH2:35][CH:36]=[O:37])[CH:32]=[C:11]([CH2:12][N:13]2[CH2:31][CH2:30][C:16]3([O:21][CH2:20][CH2:19][N:18]([C:22]([C:24]4[N:25]=[C:26]([CH3:29])[S:27][CH:28]=4)=[O:23])[CH2:17]3)[CH2:15][CH2:14]2)[CH:10]=1. (8) Given the reactants [CH2:1]([NH:8][C:9]1[C:14]2[C:15]([C:18]3[CH:23]=[CH:22][C:21]([CH3:24])=[CH:20][CH:19]=3)=[CH:16][S:17][C:13]=2[C:12](Br)=[CH:11][N:10]=1)[C:2]1[CH:7]=[CH:6][CH:5]=[CH:4][CH:3]=1.[CH3:26][C:27]1[CH:32]=[CH:31][C:30](B(O)O)=[CH:29][CH:28]=1.C1(P(C2C=CC=CC=2)C2C=CC=CC=2)C=CC=CC=1.C(=O)([O-])[O-].[Na+].[Na+], predict the reaction product. The product is: [CH2:1]([NH:8][C:9]1[C:14]2[C:15]([C:18]3[CH:23]=[CH:22][C:21]([CH3:24])=[CH:20][CH:19]=3)=[CH:16][S:17][C:13]=2[C:12]([C:30]2[CH:31]=[CH:32][C:27]([CH3:26])=[CH:28][CH:29]=2)=[CH:11][N:10]=1)[C:2]1[CH:7]=[CH:6][CH:5]=[CH:4][CH:3]=1.